Dataset: Forward reaction prediction with 1.9M reactions from USPTO patents (1976-2016). Task: Predict the product of the given reaction. Given the reactants [CH3:1][O:2][C:3]1[CH:4]=[C:5]([C:11]#[C:12][C:13]2[N:21]([CH3:22])[C:20]3[C:19](=[O:23])[NH:18][C:17](=[O:24])[N:16]([CH2:25][CH3:26])[C:15]=3[N:14]=2)[CH:6]=[CH:7][C:8]=1[O:9][CH3:10].C(=O)([O-])[O-].[K+].[K+].[CH2:33](Br)[C:34]#[CH:35].ClCCl.CO, predict the reaction product. The product is: [CH3:1][O:2][C:3]1[CH:4]=[C:5]([C:11]#[C:12][C:13]2[N:21]([CH3:22])[C:20]3[C:19](=[O:23])[N:18]([CH2:35][C:34]#[CH:33])[C:17](=[O:24])[N:16]([CH2:25][CH3:26])[C:15]=3[N:14]=2)[CH:6]=[CH:7][C:8]=1[O:9][CH3:10].